Predict which catalyst facilitates the given reaction. From a dataset of Catalyst prediction with 721,799 reactions and 888 catalyst types from USPTO. (1) Reactant: C([O:3][C:4](=[O:38])[CH2:5][N:6]1[C:10]([C:11]2[CH:16]=[CH:15][CH:14]=[CH:13][C:12]=2[C:17]2[N:21]([C:22]([CH3:25])([CH3:24])[CH3:23])[C:20]3[CH:26]=[CH:27][C:28]([C:30]4[CH:31]=[N:32][C:33]([NH2:36])=[N:34][CH:35]=4)=[CH:29][C:19]=3[N:18]=2)=[N:9][C:8]([CH3:37])=[N:7]1)C. Product: [NH2:36][C:33]1[N:34]=[CH:35][C:30]([C:28]2[CH:27]=[CH:26][C:20]3[N:21]([C:22]([CH3:23])([CH3:24])[CH3:25])[C:17]([C:12]4[CH:13]=[CH:14][CH:15]=[CH:16][C:11]=4[C:10]4[N:6]([CH2:5][C:4]([OH:38])=[O:3])[N:7]=[C:8]([CH3:37])[N:9]=4)=[N:18][C:19]=3[CH:29]=2)=[CH:31][N:32]=1. The catalyst class is: 10. (2) Reactant: [C:1]([O:5][C:6]([C:8]1[CH:29]=[CH:28][C:11]([CH2:12][N:13]2[C:18](=[O:19])[C:17]3[CH:20]=[C:21]([C:23](O)=[O:24])[S:22][C:16]=3[N:15]([CH3:26])[C:14]2=[O:27])=[CH:10][CH:9]=1)=[O:7])([CH3:4])([CH3:3])[CH3:2].CCN(CC)CC.[CH3:37][O:38][C:39]1[CH:40]=[C:41]([CH:44]=[CH:45][C:46]=1[O:47][CH3:48])[CH2:42][NH2:43]. Product: [C:1]([O:5][C:6](=[O:7])[C:8]1[CH:9]=[CH:10][C:11]([CH2:12][N:13]2[C:18](=[O:19])[C:17]3[CH:20]=[C:21]([C:23](=[O:24])[NH:43][CH2:42][C:41]4[CH:44]=[CH:45][C:46]([O:47][CH3:48])=[C:39]([O:38][CH3:37])[CH:40]=4)[S:22][C:16]=3[N:15]([CH3:26])[C:14]2=[O:27])=[CH:28][CH:29]=1)([CH3:4])([CH3:2])[CH3:3]. The catalyst class is: 2. (3) Reactant: [Cl:1][C:2]1[CH:3]=[CH:4][C:5]2[O:9][C:8]([C:10]3[CH:11]=[C:12]4[C:17](=[CH:18][CH:19]=3)[CH:16]=[C:15]([O:20][CH2:21][C:22]#[N:23])[CH:14]=[CH:13]4)=[C:7]([C:24](=[O:29])[CH2:25][CH2:26][CH2:27][CH3:28])[C:6]=2[CH:30]=1.[N-:31]=[N+:32]=[N-:33].[Na+].[Cl-].[NH4+].CO. Product: [Cl:1][C:2]1[CH:3]=[CH:4][C:5]2[O:9][C:8]([C:10]3[CH:19]=[CH:18][C:17]4[C:12](=[CH:13][CH:14]=[C:15]([O:20][CH2:21][C:22]5[NH:33][N:32]=[N:31][N:23]=5)[CH:16]=4)[CH:11]=3)=[C:7]([C:24](=[O:29])[CH2:25][CH2:26][CH2:27][CH3:28])[C:6]=2[CH:30]=1. The catalyst class is: 3. (4) Reactant: [K+].[C:2]([O:8][CH2:9][CH3:10])(=[O:7])[CH2:3][C:4]([O-:6])=O.[Cl-].[Mg+2].[Cl-].[Cl:14][C:15]1[CH:20]=[CH:19][C:18]([CH2:21]C(O)=O)=[CH:17][CH:16]=1.C(N1C=CN=C1)(N1C=CN=C1)=O.Cl. Product: [Cl:14][C:15]1[CH:20]=[CH:19][C:18]([CH2:21][C:4](=[O:6])[CH2:3][C:2]([O:8][CH2:9][CH3:10])=[O:7])=[CH:17][CH:16]=1. The catalyst class is: 556. (5) Reactant: Cl[C:2](=[O:13])[CH2:3][CH2:4][CH2:5][CH2:6][CH2:7][C:8]([O:10][CH2:11][CH3:12])=[O:9].C[Si](C)(C)C1S[CH:18]=[CH:19]N=1. Product: [O:13]=[C:2]([C:19]1[CH:18]=[CH:5][CH:4]=[CH:3][CH:2]=1)[CH2:3][CH2:4][CH2:5][CH2:6][CH2:7][C:8]([O:10][CH2:11][CH3:12])=[O:9]. The catalyst class is: 4.